This data is from Full USPTO retrosynthesis dataset with 1.9M reactions from patents (1976-2016). The task is: Predict the reactants needed to synthesize the given product. Given the product [NH2:20][CH:17]1[CH2:18][CH2:19][N:14]([CH2:13][CH2:12][N:7]2[C:6]3[CH:28]=[C:2]([CH3:1])[CH:3]=[CH:4][C:5]=3[O:10][CH2:9][C:8]2=[O:11])[CH2:15][CH2:16]1, predict the reactants needed to synthesize it. The reactants are: [CH3:1][C:2]1[CH:3]=[CH:4][C:5]2[O:10][CH2:9][C:8](=[O:11])[N:7]([CH2:12][CH2:13][N:14]3[CH2:19][CH2:18][CH:17]([NH:20]C(=O)OC(C)(C)C)[CH2:16][CH2:15]3)[C:6]=2[CH:28]=1.NC1CCN(CCN2C3C(=CC=C(C#N)C=3)C=CC2=O)CC1.